This data is from Full USPTO retrosynthesis dataset with 1.9M reactions from patents (1976-2016). The task is: Predict the reactants needed to synthesize the given product. (1) Given the product [F:3][C:4]1[C:9]([F:10])=[CH:8][CH:7]=[CH:6][C:5]=1[C@H:11]1[CH2:17][N:16]([CH2:28][CH2:29][S:30][CH3:31])[C:15](=[O:18])[C@H:14]([NH:19][C:20](=[O:26])[O:21][C:22]([CH3:23])([CH3:25])[CH3:24])[CH2:13][CH2:12]1, predict the reactants needed to synthesize it. The reactants are: [H-].[Na+].[F:3][C:4]1[C:9]([F:10])=[CH:8][CH:7]=[CH:6][C:5]=1[C@H:11]1[CH2:17][NH:16][C:15](=[O:18])[C@H:14]([NH:19][C:20](=[O:26])[O:21][C:22]([CH3:25])([CH3:24])[CH3:23])[CH2:13][CH2:12]1.I[CH2:28][CH2:29][S:30][CH3:31]. (2) Given the product [N:1]1[CH:6]=[CH:5][CH:4]=[C:3]([CH2:7][CH:8]2[CH:13]([OH:14])[CH:12]3[CH2:11][CH2:10][N:9]2[CH2:16][CH2:15]3)[CH:2]=1, predict the reactants needed to synthesize it. The reactants are: [N:1]1[CH:6]=[CH:5][CH:4]=[C:3]([CH2:7][CH:8]2[C:13](=[O:14])[CH:12]3[CH2:15][CH2:16][N:9]2[CH2:10][CH2:11]3)[CH:2]=1.[BH4-].[Na+]. (3) Given the product [CH3:37][C:35]1[CH:34]=[C:33]([CH3:38])[N:32]=[C:31]([N:28]2[CH2:27][CH2:26][N:25]([C:17]3[CH:18]=[CH:19][C:20]([N+:22]([O-:24])=[O:23])=[CH:21][C:16]=3[OH:15])[CH2:30][CH2:29]2)[CH:36]=1, predict the reactants needed to synthesize it. The reactants are: FC(F)(F)C(O)=O.C([O:15][C:16]1[CH:21]=[C:20]([N+:22]([O-:24])=[O:23])[CH:19]=[CH:18][C:17]=1[N:25]1[CH2:30][CH2:29][N:28]([C:31]2[CH:36]=[C:35]([CH3:37])[CH:34]=[C:33]([CH3:38])[N:32]=2)[CH2:27][CH2:26]1)C1C=CC=CC=1.Cl.